This data is from Reaction yield outcomes from USPTO patents with 853,638 reactions. The task is: Predict the reaction yield, written as a fraction of the theoretical maximum amount of product (1.0 means a 100% yield; for example, 0.34 means a 34% yield). (1) The reactants are [CH3:1][C:2]1[CH:6]=[C:5]([C:7]2[CH:8]=[C:9]([CH2:16][OH:17])[C:10]3[N:11]([N:13]=[CH:14][N:15]=3)[CH:12]=2)[NH:4][N:3]=1.CC(OI1(OC(C)=O)(OC(C)=O)OC(=O)C2C=CC=CC1=2)=O. The catalyst is C(Cl)Cl. The product is [CH3:1][C:2]1[CH:6]=[C:5]([C:7]2[CH:8]=[C:9]([CH:16]=[O:17])[C:10]3[N:11]([N:13]=[CH:14][N:15]=3)[CH:12]=2)[NH:4][N:3]=1. The yield is 0.760. (2) The reactants are C([O:3][C:4](=[O:15])[C:5]([S:8]([N:11]1[CH2:14][CH2:13][CH2:12]1)(=[O:10])=[O:9])([CH3:7])[CH3:6])C.C[Si](C)(C)[O-].[K+]. The catalyst is C1COCC1.Cl. The product is [N:11]1([S:8]([C:5]([CH3:7])([CH3:6])[C:4]([OH:15])=[O:3])(=[O:10])=[O:9])[CH2:12][CH2:13][CH2:14]1. The yield is 0.940. (3) The reactants are [NH2:1][C@H:2]1[CH2:6][CH2:5][CH2:4][C@H:3]1[C:7]([O:9][CH3:10])=[O:8].[CH3:11][C:12]1[CH:13]=[C:14]([CH:17]=[CH:18][CH:19]=1)[CH:15]=O.C([BH3-])#N.[Na+].C(=O)(O)[O-].[Na+]. The catalyst is CO.C(OCC)(=O)C.C(O)(=O)C. The product is [CH3:11][C:12]1[CH:13]=[C:14]([CH:17]=[CH:18][CH:19]=1)[CH2:15][NH:1][C@H:2]1[CH2:6][CH2:5][CH2:4][C@H:3]1[C:7]([O:9][CH3:10])=[O:8]. The yield is 0.800. (4) The product is [CH2:1]([N:4]1[C:12](=[O:13])[C:11]2[C:6](=[CH:7][CH:8]=[CH:9][CH:10]=2)[C:5]1=[O:14])/[CH:2]=[CH:3]\[CH2:28][CH2:27][CH2:26][CH2:25][CH2:24][CH2:23][CH2:22][CH2:21][CH2:20][CH2:19][CH2:18][CH2:17][CH2:16][CH3:15]. The reactants are [CH2:1]([N:4]1[C:12](=[O:13])[C:11]2[C:6](=[CH:7][CH:8]=[CH:9][CH:10]=2)[C:5]1=[O:14])[CH:2]=[CH2:3].[CH2:15]=[CH:16][CH2:17][CH2:18][CH2:19][CH2:20][CH2:21][CH2:22][CH2:23][CH2:24][CH2:25][CH2:26][CH2:27][CH2:28]CC. No catalyst specified. The yield is 0.870. (5) The reactants are Cl[C:2]1[C:7](Cl)=[N:6][CH:5]=[CH:4][N:3]=1.[CH3:9][C:10]1[CH:11]=[C:12](B(O)O)[CH:13]=[C:14]([CH3:16])[CH:15]=1.C(=O)([O-])[O-].[Na+].[Na+]. The catalyst is Cl[Pd](Cl)([P](C1C=CC=CC=1)(C1C=CC=CC=1)C1C=CC=CC=1)[P](C1C=CC=CC=1)(C1C=CC=CC=1)C1C=CC=CC=1.O.C(#N)C. The product is [CH3:9][C:10]1[CH:11]=[C:12]([C:2]2[C:7]([C:12]3[CH:13]=[C:14]([CH3:16])[CH:15]=[C:10]([CH3:9])[CH:11]=3)=[N:6][CH:5]=[CH:4][N:3]=2)[CH:13]=[C:14]([CH3:16])[CH:15]=1. The yield is 0.440. (6) The reactants are [F:1][C:2]1[CH:7]=[CH:6][C:5]([C:8]#[C:9][C:10]2[CH:11]=[CH:12][C:13]([N:16]3[CH2:21][CH2:20][N:19]([S:22]([CH:25]=[CH:26][CH2:27][CH2:28][CH2:29][C:30]4[N:35]=[CH:34][CH:33]=[CH:32][N:31]=4)(=[O:24])=[O:23])[CH2:18][CH2:17]3)=[N:14][CH:15]=2)=[CH:4][CH:3]=1.[NH2:36][OH:37]. The catalyst is C1COCC1. The product is [F:1][C:2]1[CH:7]=[CH:6][C:5]([C:8]#[C:9][C:10]2[CH:11]=[CH:12][C:13]([N:16]3[CH2:17][CH2:18][N:19]([S:22]([CH2:25][CH:26]([NH:36][OH:37])[CH2:27][CH2:28][CH2:29][C:30]4[N:35]=[CH:34][CH:33]=[CH:32][N:31]=4)(=[O:24])=[O:23])[CH2:20][CH2:21]3)=[N:14][CH:15]=2)=[CH:4][CH:3]=1. The yield is 0.640. (7) The reactants are Cl.C[O:3][C:4](=[O:38])[C:5]1[CH:10]=[CH:9][C:8]([O:11][C:12]2[CH:17]=[CH:16][C:15]([CH2:18][C@H:19]([NH2:37])[C:20]3[N:21]([CH2:33][CH2:34][CH2:35][CH3:36])[CH:22]=[C:23]([C:25]4[CH:30]=[CH:29][C:28]([Cl:31])=[CH:27][C:26]=4[Cl:32])[N:24]=3)=[CH:14][CH:13]=2)=[CH:7][CH:6]=1.[CH2:39]([C:41]1[CH:46]=[CH:45][C:44]([S:47](Cl)(=[O:49])=[O:48])=[CH:43][CH:42]=1)[CH3:40]. No catalyst specified. The product is [CH2:33]([N:21]1[CH:22]=[C:23]([C:25]2[CH:30]=[CH:29][C:28]([Cl:31])=[CH:27][C:26]=2[Cl:32])[N:24]=[C:20]1[C@@H:19]([NH:37][S:47]([C:44]1[CH:45]=[CH:46][C:41]([CH2:39][CH3:40])=[CH:42][CH:43]=1)(=[O:49])=[O:48])[CH2:18][C:15]1[CH:14]=[CH:13][C:12]([O:11][C:8]2[CH:7]=[CH:6][C:5]([C:4]([OH:3])=[O:38])=[CH:10][CH:9]=2)=[CH:17][CH:16]=1)[CH2:34][CH2:35][CH3:36]. The yield is 0.700. (8) The reactants are C([O-])(=O)C.[NH4+:5].[C:6]([CH2:8][C:9]([O:11]C)=O)#[N:7].[CH:13]1([C:16](=O)[CH3:17])[CH2:15][CH2:14]1.[N+:19]([C:22]1[CH:29]=[CH:28][C:25]([CH:26]=O)=[CH:24][CH:23]=1)([O-:21])=[O:20]. No catalyst specified. The product is [CH:13]1([C:16]2[NH:5][C:9](=[O:11])[C:8]([C:6]#[N:7])=[C:26]([C:25]3[CH:28]=[CH:29][C:22]([N+:19]([O-:21])=[O:20])=[CH:23][CH:24]=3)[CH:17]=2)[CH2:15][CH2:14]1. The yield is 0.350.